From a dataset of Full USPTO retrosynthesis dataset with 1.9M reactions from patents (1976-2016). Predict the reactants needed to synthesize the given product. (1) Given the product [Cl:22][CH:10]([C:7]1[CH:6]=[C:5]([C:1]([CH3:4])([CH3:3])[CH3:2])[O:9][N:8]=1)[CH3:11], predict the reactants needed to synthesize it. The reactants are: [C:1]([C:5]1[O:9][N:8]=[C:7]([CH:10](O)[CH3:11])[CH:6]=1)([CH3:4])([CH3:3])[CH3:2].C1(C)C=CC(S([Cl:22])(=O)=O)=CC=1.O. (2) Given the product [ClH:1].[ClH:34].[ClH:1].[Cl:1][C:2]1[CH:21]=[CH:20][C:5]([CH2:6][N:7]2[CH2:8][CH2:9][NH:10][CH2:11][CH2:12]2)=[CH:4][C:3]=1[CH2:22][NH:23][C:24]([NH:26][C:27]1[CH:28]=[N:29][C:30]([CH3:33])=[CH:31][CH:32]=1)=[O:25], predict the reactants needed to synthesize it. The reactants are: [Cl:1][C:2]1[CH:21]=[CH:20][C:5]([CH2:6][N:7]2[CH2:12][CH2:11][N:10](C(OC(C)(C)C)=O)[CH2:9][CH2:8]2)=[CH:4][C:3]=1[CH2:22][NH:23][C:24]([NH:26][C:27]1[CH:28]=[N:29][C:30]([CH3:33])=[CH:31][CH:32]=1)=[O:25].[ClH:34]. (3) Given the product [Cl:24][C:17]1[C:16]2[C:11](=[CH:12][C:13]([O:20][CH3:21])=[CH:14][CH:15]=2)[N:10]=[C:9]([C:6]2[S:7][CH:8]=[C:4]([CH:1]([CH3:3])[CH3:2])[N:5]=2)[CH:18]=1, predict the reactants needed to synthesize it. The reactants are: [CH:1]([C:4]1[N:5]=[C:6]([C:9]2[CH:18]=[C:17](O)[C:16]3[C:11](=[CH:12][C:13]([O:20][CH3:21])=[CH:14][CH:15]=3)[N:10]=2)[S:7][CH:8]=1)([CH3:3])[CH3:2].P(Cl)(Cl)([Cl:24])=O. (4) Given the product [F:9][C:6]1[CH:7]=[CH:8][C:3]([CH2:2][N:20]2[C:28]3[C:23](=[CH:24][CH:25]=[CH:26][CH:27]=3)[C:22]3([C:40]4[C:31](=[CH:32][C:33]5[O:38][CH2:37][CH2:36][O:35][C:34]=5[CH:39]=4)[O:30][CH2:29]3)[C:21]2=[O:41])=[CH:4][C:5]=1[O:10][CH3:11], predict the reactants needed to synthesize it. The reactants are: Cl[CH2:2][C:3]1[CH:8]=[CH:7][C:6]([F:9])=[C:5]([O:10][CH3:11])[CH:4]=1.BrCC1CCCCO1.[NH:20]1[C:28]2[C:23](=[CH:24][CH:25]=[CH:26][CH:27]=2)[C:22]2([C:40]3[C:31](=[CH:32][C:33]4[O:38][CH2:37][CH2:36][O:35][C:34]=4[CH:39]=3)[O:30][CH2:29]2)[C:21]1=[O:41]. (5) Given the product [CH3:20][O:15][C:14](=[O:17])[C:2]1[CH:10]=[C:9]([N+:11]([O-:13])=[O:12])[CH:8]=[C:4]([O:27][CH3:26])[CH:3]=1, predict the reactants needed to synthesize it. The reactants are: O[C:2]1[CH:3]=[C:4]([CH:8]=[C:9]([N+:11]([O-:13])=[O:12])[CH:10]=1)C(O)=O.[C:14](=[O:17])([O-])[O-:15].[K+].[K+].[CH3:20]I.O.CN([CH:26]=[O:27])C. (6) Given the product [CH3:19][C:16]1([CH3:20])[O:17][CH2:18][C:13]([NH:21][C:22](=[O:28])[O:23][C:24]([CH3:27])([CH3:26])[CH3:25])([CH2:12][N:7]2[CH2:6][CH2:5][C:4]3[C:9](=[CH:10][CH:11]=[C:2]([O:1][CH2:30][C:31]4[CH:32]=[CH:33][C:34]([C:37]5[CH:42]=[CH:41][CH:40]=[CH:39][C:38]=5[C:43]([F:44])([F:45])[F:46])=[CH:35][CH:36]=4)[CH:3]=3)[CH2:8]2)[CH2:14][O:15]1, predict the reactants needed to synthesize it. The reactants are: [OH:1][C:2]1[CH:3]=[C:4]2[C:9](=[CH:10][CH:11]=1)[CH2:8][N:7]([CH2:12][C:13]1([NH:21][C:22](=[O:28])[O:23][C:24]([CH3:27])([CH3:26])[CH3:25])[CH2:18][O:17][C:16]([CH3:20])([CH3:19])[O:15][CH2:14]1)[CH2:6][CH2:5]2.Cl[CH2:30][C:31]1[CH:36]=[CH:35][C:34]([C:37]2[CH:42]=[CH:41][CH:40]=[CH:39][C:38]=2[C:43]([F:46])([F:45])[F:44])=[CH:33][CH:32]=1.C([O-])([O-])=O.[Cs+].[Cs+]. (7) Given the product [CH2:1]([O:3][C:4]([C:6]1[O:10][N:9]=[C:8]([C:11]2[CH:16]=[CH:15][C:14]([NH2:17])=[C:13]([F:20])[CH:12]=2)[CH:7]=1)=[O:5])[CH3:2], predict the reactants needed to synthesize it. The reactants are: [CH2:1]([O:3][C:4]([C:6]1[O:10][N:9]=[C:8]([C:11]2[CH:16]=[CH:15][C:14]([N+:17]([O-])=O)=[C:13]([F:20])[CH:12]=2)[CH:7]=1)=[O:5])[CH3:2].C(OC(C1ON=C(C2C=CC(N)=CC=2)C=1)=O)C. (8) Given the product [Cl:19][C:16]1[CH:17]=[CH:18][C:13]([CH2:12][N:3]2[C:2]([C:20]3[CH:21]=[CH:22][C:23]([Cl:26])=[CH:24][CH:25]=3)([O:32][CH:29]3[CH2:30][CH2:31][CH:27]([OH:33])[CH2:28]3)[C:10]3[C:5](=[CH:6][CH:7]=[CH:8][CH:9]=3)[C:4]2=[O:11])=[CH:14][CH:15]=1, predict the reactants needed to synthesize it. The reactants are: Cl[C:2]1([C:20]2[CH:25]=[CH:24][C:23]([Cl:26])=[CH:22][CH:21]=2)[C:10]2[C:5](=[CH:6][CH:7]=[CH:8][CH:9]=2)[C:4](=[O:11])[N:3]1[CH2:12][C:13]1[CH:18]=[CH:17][C:16]([Cl:19])=[CH:15][CH:14]=1.[CH:27]1([OH:33])[CH2:31][CH2:30][CH:29]([OH:32])[CH2:28]1. (9) The reactants are: [CH3:1][N:2]([CH3:27])[CH2:3][CH2:4][N:5]1[C:9]2[N:10]=[C:11]([C:20]3[CH:26]=[CH:25][C:23]([NH2:24])=[CH:22][CH:21]=3)[N:12]=[C:13]([N:14]3[CH2:19][CH2:18][O:17][CH2:16][CH2:15]3)[C:8]=2[CH:7]=[CH:6]1.CCN(CC)CC.ClC(Cl)(O[C:39](=[O:45])OC(Cl)(Cl)Cl)Cl.[NH2:47][C:48]1[CH:49]=[N:50][CH:51]=[CH:52][CH:53]=1. Given the product [CH3:1][N:2]([CH3:27])[CH2:3][CH2:4][N:5]1[C:9]2[N:10]=[C:11]([C:20]3[CH:26]=[CH:25][C:23]([NH:24][C:39]([NH:47][C:48]4[CH:49]=[N:50][CH:51]=[CH:52][CH:53]=4)=[O:45])=[CH:22][CH:21]=3)[N:12]=[C:13]([N:14]3[CH2:15][CH2:16][O:17][CH2:18][CH2:19]3)[C:8]=2[CH:7]=[CH:6]1, predict the reactants needed to synthesize it. (10) Given the product [NH2:26][C:8]1[N:7]=[C:6]([O:5][CH2:1][CH2:2][CH2:3][CH3:4])[N:14]=[C:13]2[C:9]=1[NH:10][C:11](=[O:24])[N:12]2[CH2:15][CH2:16][CH2:17][CH:18]1[CH2:23][CH2:22][CH2:21][N:20]([CH:28]([CH3:30])[CH3:29])[CH2:19]1, predict the reactants needed to synthesize it. The reactants are: [CH2:1]([O:5][C:6]1[N:14]=[C:13]2[C:9]([N:10]=[C:11]([O:24]C)[N:12]2[CH2:15][CH2:16][CH2:17][CH:18]2[CH2:23][CH2:22][CH2:21][NH:20][CH2:19]2)=[C:8]([NH2:26])[N:7]=1)[CH2:2][CH2:3][CH3:4].I[CH:28]([CH3:30])[CH3:29].